From a dataset of Forward reaction prediction with 1.9M reactions from USPTO patents (1976-2016). Predict the product of the given reaction. (1) Given the reactants [CH3:1][O:2][C:3](=[O:38])[C:4]1[CH:9]=[C:8]([O:10][C:11]2[CH:16]=[CH:15][C:14]([NH2:17])=[C:13]([N:18]([CH2:20][C:21]3[CH:26]=[CH:25][CH:24]=[CH:23][CH:22]=3)[CH3:19])[CH:12]=2)[CH:7]=[CH:6][C:5]=1[NH:27][S:28]([C:31]1[CH:36]=[CH:35][C:34]([CH3:37])=[CH:33][CH:32]=1)(=[O:30])=[O:29].[C:39]1([CH3:49])[CH:44]=[CH:43][C:42]([S:45](Cl)(=[O:47])=[O:46])=[CH:41][CH:40]=1.N1C=CC=CC=1, predict the reaction product. The product is: [CH3:1][O:2][C:3](=[O:38])[C:4]1[CH:9]=[C:8]([O:10][C:11]2[CH:16]=[CH:15][C:14]([NH:17][S:45]([C:42]3[CH:43]=[CH:44][C:39]([CH3:49])=[CH:40][CH:41]=3)(=[O:47])=[O:46])=[C:13]([N:18]([CH2:20][C:21]3[CH:26]=[CH:25][CH:24]=[CH:23][CH:22]=3)[CH3:19])[CH:12]=2)[CH:7]=[CH:6][C:5]=1[NH:27][S:28]([C:31]1[CH:32]=[CH:33][C:34]([CH3:37])=[CH:35][CH:36]=1)(=[O:30])=[O:29]. (2) Given the reactants Cl.[N:2]12[CH2:9][CH2:8][CH:5]([CH2:6][CH2:7]1)[C:4](=O)[CH2:3]2.[O:11]([C:18]1[CH:24]=[CH:23][C:21]([NH2:22])=[CH:20][CH:19]=1)[C:12]1[CH:17]=[CH:16][CH:15]=[CH:14][CH:13]=1.[O-]S([O-])(=O)=O.[Na+].[Na+].[BH-](OC(C)=O)(OC(C)=O)OC(C)=O.[Na+].C([O-])(O)=O.[Na+], predict the reaction product. The product is: [O:11]([C:18]1[CH:19]=[CH:20][C:21]([NH:22][CH:4]2[CH:5]3[CH2:8][CH2:9][N:2]([CH2:7][CH2:6]3)[CH2:3]2)=[CH:23][CH:24]=1)[C:12]1[CH:17]=[CH:16][CH:15]=[CH:14][CH:13]=1. (3) Given the reactants [NH2:1][C:2]1[S:3][C:4]([C:10]2[C:15]([F:16])=[CH:14][C:13]([C:17]([OH:20])([CH3:19])[CH3:18])=[CH:12][C:11]=2[F:21])=[CH:5][C:6]=1[C:7]([NH2:9])=[O:8].Cl[C:23]1[N:28]=[C:27]2[N:29]=[N:30][N:31]([CH2:32][C:33]([CH3:36])([OH:35])[CH3:34])[C:26]2=[CH:25][CH:24]=1, predict the reaction product. The product is: [F:16][C:15]1[CH:14]=[C:13]([C:17]([OH:20])([CH3:18])[CH3:19])[CH:12]=[C:11]([F:21])[C:10]=1[C:4]1[S:3][C:2]([NH:1][C:23]2[N:28]=[C:27]3[N:29]=[N:30][N:31]([CH2:32][C:33]([OH:35])([CH3:34])[CH3:36])[C:26]3=[CH:25][CH:24]=2)=[C:6]([C:7]([NH2:9])=[O:8])[CH:5]=1. (4) Given the reactants [N:1]1([C:7]([O:9][C:10]([CH3:13])([CH3:12])[CH3:11])=[O:8])[CH2:6][CH2:5][NH:4][CH2:3][CH2:2]1.Br[C:15]1[S:16][CH:17]=[C:18]([Br:20])[N:19]=1.C(N(CC)CC)C.O, predict the reaction product. The product is: [Br:20][C:18]1[N:19]=[C:15]([N:4]2[CH2:5][CH2:6][N:1]([C:7]([O:9][C:10]([CH3:13])([CH3:12])[CH3:11])=[O:8])[CH2:2][CH2:3]2)[S:16][CH:17]=1. (5) Given the reactants [CH2:1]1[C:4]2([CH2:8][CH2:7][N:6]([C:9]([O:11][CH2:12][C:13]3[CH:18]=[CH:17][CH:16]=[CH:15][CH:14]=3)=[O:10])[CH2:5]2)[CH2:3][N:2]1C(OC(C)(C)C)=O.Cl, predict the reaction product. The product is: [CH2:3]1[C:4]2([CH2:5][N:6]([C:9]([O:11][CH2:12][C:13]3[CH:18]=[CH:17][CH:16]=[CH:15][CH:14]=3)=[O:10])[CH2:7][CH2:8]2)[CH2:1][NH:2]1. (6) Given the reactants [CH2:1](Br)[C:2]1[CH:7]=[CH:6][CH:5]=[CH:4][CH:3]=1.[Br:9][C:10]1[N:15]=[CH:14][C:13]([OH:16])=[CH:12][CH:11]=1.C(=O)([O-])[O-].[K+].[K+], predict the reaction product. The product is: [CH2:1]([O:16][C:13]1[CH:12]=[CH:11][C:10]([Br:9])=[N:15][CH:14]=1)[C:2]1[CH:7]=[CH:6][CH:5]=[CH:4][CH:3]=1. (7) Given the reactants C([O:3][C:4](=[O:19])[C@@H:5]([O:17][CH3:18])[CH2:6][C:7]1[CH:12]=[CH:11][C:10]([C:13]#[C:14][CH2:15]Cl)=[CH:9][CH:8]=1)C.[C:20]1([C:26]2[C:30]3[CH:31]=[CH:32][C:33]([OH:35])=[CH:34][C:29]=3[O:28][CH:27]=2)[CH:25]=[CH:24][CH:23]=[CH:22][CH:21]=1.[Na+].[I-], predict the reaction product. The product is: [CH3:18][O:17][C@@H:5]([CH2:6][C:7]1[CH:8]=[CH:9][C:10]([C:13]#[C:14][CH2:15][O:35][C:33]2[CH:32]=[CH:31][C:30]3[C:26]([C:20]4[CH:25]=[CH:24][CH:23]=[CH:22][CH:21]=4)=[CH:27][O:28][C:29]=3[CH:34]=2)=[CH:11][CH:12]=1)[C:4]([OH:3])=[O:19].